From a dataset of NCI-60 drug combinations with 297,098 pairs across 59 cell lines. Regression. Given two drug SMILES strings and cell line genomic features, predict the synergy score measuring deviation from expected non-interaction effect. (1) Cell line: OVCAR-4. Drug 1: C1=CC=C(C(=C1)C(C2=CC=C(C=C2)Cl)C(Cl)Cl)Cl. Drug 2: C1CC(=O)NC(=O)C1N2C(=O)C3=CC=CC=C3C2=O. Synergy scores: CSS=0.231, Synergy_ZIP=-0.885, Synergy_Bliss=-2.09, Synergy_Loewe=-0.500, Synergy_HSA=-1.07. (2) Drug 1: CC1=C(C(=CC=C1)Cl)NC(=O)C2=CN=C(S2)NC3=CC(=NC(=N3)C)N4CCN(CC4)CCO. Drug 2: CS(=O)(=O)CCNCC1=CC=C(O1)C2=CC3=C(C=C2)N=CN=C3NC4=CC(=C(C=C4)OCC5=CC(=CC=C5)F)Cl. Cell line: KM12. Synergy scores: CSS=-6.09, Synergy_ZIP=4.42, Synergy_Bliss=3.71, Synergy_Loewe=-4.89, Synergy_HSA=-4.05. (3) Drug 1: C1CCC(C1)C(CC#N)N2C=C(C=N2)C3=C4C=CNC4=NC=N3. Drug 2: C1=NC2=C(N=C(N=C2N1C3C(C(C(O3)CO)O)O)F)N. Cell line: NCI-H226. Synergy scores: CSS=7.58, Synergy_ZIP=-1.69, Synergy_Bliss=-0.948, Synergy_Loewe=-7.34, Synergy_HSA=-3.32. (4) Drug 1: CC12CCC(CC1=CCC3C2CCC4(C3CC=C4C5=CN=CC=C5)C)O. Drug 2: COC1=CC(=CC(=C1O)OC)C2C3C(COC3=O)C(C4=CC5=C(C=C24)OCO5)OC6C(C(C7C(O6)COC(O7)C8=CC=CS8)O)O. Cell line: EKVX. Synergy scores: CSS=14.8, Synergy_ZIP=-0.657, Synergy_Bliss=4.42, Synergy_Loewe=-5.13, Synergy_HSA=3.40. (5) Drug 1: CC1OCC2C(O1)C(C(C(O2)OC3C4COC(=O)C4C(C5=CC6=C(C=C35)OCO6)C7=CC(=C(C(=C7)OC)O)OC)O)O. Drug 2: N.N.Cl[Pt+2]Cl. Cell line: IGROV1. Synergy scores: CSS=28.0, Synergy_ZIP=2.64, Synergy_Bliss=2.77, Synergy_Loewe=-4.43, Synergy_HSA=3.73. (6) Drug 1: CC(CN1CC(=O)NC(=O)C1)N2CC(=O)NC(=O)C2. Drug 2: CN(C(=O)NC(C=O)C(C(C(CO)O)O)O)N=O. Cell line: DU-145. Synergy scores: CSS=11.5, Synergy_ZIP=-4.01, Synergy_Bliss=1.50, Synergy_Loewe=-7.70, Synergy_HSA=2.56. (7) Drug 1: CC=C1C(=O)NC(C(=O)OC2CC(=O)NC(C(=O)NC(CSSCCC=C2)C(=O)N1)C(C)C)C(C)C. Drug 2: CCN(CC)CCNC(=O)C1=C(NC(=C1C)C=C2C3=C(C=CC(=C3)F)NC2=O)C. Cell line: HL-60(TB). Synergy scores: CSS=20.7, Synergy_ZIP=2.54, Synergy_Bliss=3.50, Synergy_Loewe=-48.5, Synergy_HSA=-5.25. (8) Cell line: HOP-62. Drug 2: C1=CN(C=N1)CC(O)(P(=O)(O)O)P(=O)(O)O. Synergy scores: CSS=8.61, Synergy_ZIP=2.62, Synergy_Bliss=3.03, Synergy_Loewe=-42.6, Synergy_HSA=-0.736. Drug 1: CCC1=C2CN3C(=CC4=C(C3=O)COC(=O)C4(CC)O)C2=NC5=C1C=C(C=C5)O. (9) Drug 1: CC1=C2C(C(=O)C3(C(CC4C(C3C(C(C2(C)C)(CC1OC(=O)C(C(C5=CC=CC=C5)NC(=O)OC(C)(C)C)O)O)OC(=O)C6=CC=CC=C6)(CO4)OC(=O)C)OC)C)OC. Synergy scores: CSS=49.8, Synergy_ZIP=-2.53, Synergy_Bliss=-3.41, Synergy_Loewe=-6.60, Synergy_HSA=2.10. Cell line: BT-549. Drug 2: C1=NC2=C(N=C(N=C2N1C3C(C(C(O3)CO)O)F)Cl)N. (10) Drug 1: C1C(C(OC1N2C=C(C(=O)NC2=O)F)CO)O. Drug 2: C1=NC2=C(N=C(N=C2N1C3C(C(C(O3)CO)O)O)F)N. Cell line: SN12C. Synergy scores: CSS=39.9, Synergy_ZIP=-10.2, Synergy_Bliss=-3.94, Synergy_Loewe=-9.35, Synergy_HSA=0.382.